Dataset: Forward reaction prediction with 1.9M reactions from USPTO patents (1976-2016). Task: Predict the product of the given reaction. (1) Given the reactants [CH3:1][O:2][CH2:3][O:4][C:5]1[CH:6]=[C:7](/[C:11](=[C:17](\[C:20]2[CH:25]=[CH:24][CH:23]=[CH:22][CH:21]=2)/[CH2:18][CH3:19])/[C:12]([O:14]CC)=[O:13])[CH:8]=[CH:9][CH:10]=1.[OH-].[Na+].Cl, predict the reaction product. The product is: [CH3:1][O:2][CH2:3][O:4][C:5]1[CH:6]=[C:7](/[C:11](=[C:17](\[C:20]2[CH:21]=[CH:22][CH:23]=[CH:24][CH:25]=2)/[CH2:18][CH3:19])/[C:12]([OH:14])=[O:13])[CH:8]=[CH:9][CH:10]=1. (2) Given the reactants [Cl:1][C:2]1[C:11]2[CH:10]=[CH:9][CH:8]=[C:7]([S:12](Cl)(=[O:14])=[O:13])[C:6]=2[C:5]([Cl:16])=[CH:4][N:3]=1.[C:17]([O:21][C:22]([N:24]([C@@H:26]1[CH2:30][CH2:29][NH:28][CH2:27]1)[CH3:25])=[O:23])([CH3:20])([CH3:19])[CH3:18].[Cl:31]C1C2C=CC=C(S(Cl)(=O)=[O:43])C=2C(Br)=CN=1.C(O[C:52]([N:54]([CH:56]1[CH2:60][CH2:59][NH:58][CH2:57]1)C)=O)(C)(C)C, predict the reaction product. The product is: [C:17]([O:21][C:22]([N:24]([C@@H:26]1[CH2:30][CH2:29][N:28]([S:12]([C:7]2[C:6]3[C:5]([Cl:16])=[CH:4][N:3]=[C:2]([Cl:1])[C:11]=3[CH:10]=[CH:9][CH:8]=2)(=[O:14])=[O:13])[CH2:27]1)[CH3:25])=[O:23])([CH3:20])([CH3:18])[CH3:19].[OH:43][C:2]1[C:11]2[CH:10]=[CH:9][CH:8]=[C:7]([S:12]([N:58]3[CH2:59][CH2:60][C@@H:56]([NH:54][CH3:52])[CH2:57]3)(=[O:14])=[O:13])[C:6]=2[C:5]([Cl:16])=[CH:4][N:3]=1.[ClH:31]. (3) Given the reactants Cl[CH2:2][C:3]1[NH:4][C:5](=[O:18])[C:6]2[C:11]([CH3:12])=[C:10]([C:13]([O:15]CC)=[O:14])[S:9][C:7]=2[N:8]=1.[NH:19]1[CH2:24][CH2:23][C:22](=[O:25])[CH2:21][CH2:20]1, predict the reaction product. The product is: [CH3:12][C:11]1[C:6]2[C:5](=[O:18])[NH:4][C:3]([CH2:2][N:19]3[CH2:24][CH2:23][C:22](=[O:25])[CH2:21][CH2:20]3)=[N:8][C:7]=2[S:9][C:10]=1[C:13]([OH:15])=[O:14].